This data is from Forward reaction prediction with 1.9M reactions from USPTO patents (1976-2016). The task is: Predict the product of the given reaction. (1) Given the reactants [Cl:1][C:2]1[CH:3]=[C:4]([CH2:9][CH2:10][CH:11]=[O:12])[CH:5]=[CH:6][C:7]=1[Cl:8].C(Cl)Cl.C[Si]([Br:20])(C)C.BrBr, predict the reaction product. The product is: [Br:20][CH:10]([CH2:9][C:4]1[CH:5]=[CH:6][C:7]([Cl:8])=[C:2]([Cl:1])[CH:3]=1)[CH:11]=[O:12]. (2) Given the reactants Cl[CH2:2][C:3]1[N:4]=[C:5]([C:8]2[CH:13]=[CH:12][CH:11]=[CH:10][CH:9]=2)[S:6][CH:7]=1.[C-:14]#[N:15].[K+].C(OCC)(=O)C, predict the reaction product. The product is: [C:14]([CH2:2][C:3]1[N:4]=[C:5]([C:8]2[CH:13]=[CH:12][CH:11]=[CH:10][CH:9]=2)[S:6][CH:7]=1)#[N:15]. (3) Given the reactants [CH:1]([C:13]([O:15]C)=O)([C:9]([O:11]C)=O)[CH2:2][CH2:3][C:4]([O:6][CH2:7]C)=[O:5].[C:17]1(/[CH:23]=[CH:24]/[C:25](=[NH:27])[NH2:26])[CH:22]=[CH:21][CH:20]=[CH:19][CH:18]=1.C[O-].[Na+], predict the reaction product. The product is: [OH:15][C:13]1[N:26]=[C:25](/[CH:24]=[CH:23]/[C:17]2[CH:22]=[CH:21][CH:20]=[CH:19][CH:18]=2)[NH:27][C:9](=[O:11])[C:1]=1[CH2:2][CH2:3][C:4]([O:6][CH3:7])=[O:5]. (4) Given the reactants F[C:2]1[CH:7]=[CH:6][C:5]([C:8]2[CH:12]=[C:11]([C:13]3[CH:18]=[CH:17][CH:16]=[CH:15][CH:14]=3)[N:10]([CH2:19][C:20]([OH:22])=[O:21])[N:9]=2)=[CH:4][C:3]=1C.CN([C:27]([O:31]N1N=NC2C=CC=CC1=2)=[N+](C)C)C.[B-](F)(F)(F)F.[CH3:46]CN(C(C)C)C(C)C.ClC1C=C(N2CCNCC2)N=CN=1.[OH-:68].[Na+], predict the reaction product. The product is: [CH3:46][O:68][C:2]1[CH:7]=[CH:6][C:5]([C:8]2[CH:12]=[C:11]([C:13]3[CH:14]=[CH:15][C:16]([O:31][CH3:27])=[CH:17][CH:18]=3)[N:10]([CH2:19][C:20]([OH:22])=[O:21])[N:9]=2)=[CH:4][CH:3]=1. (5) Given the reactants [F:1][C:2]([F:37])([F:36])[C:3]1[CH:4]=[C:5]([CH:29]=[C:30]([C:32]([F:35])([F:34])[F:33])[CH:31]=1)[C:6]([N:8]1[CH2:28][CH2:27][C:11]2([N:15]([C:16]3[CH:21]=[CH:20][CH:19]=[CH:18][CH:17]=3)[CH2:14][N:13]([CH2:22][CH2:23][CH2:24]O)[C:12]2=[O:26])[CH2:10][CH2:9]1)=[O:7].[CH3:38][NH:39][CH3:40], predict the reaction product. The product is: [F:37][C:2]([F:36])([F:1])[C:3]1[CH:4]=[C:5]([CH:29]=[C:30]([C:32]([F:33])([F:35])[F:34])[CH:31]=1)[C:6]([N:8]1[CH2:9][CH2:10][C:11]2([N:15]([C:16]3[CH:21]=[CH:20][CH:19]=[CH:18][CH:17]=3)[CH2:14][N:13]([CH2:22][CH2:23][CH2:24][N:39]([CH3:40])[CH3:38])[C:12]2=[O:26])[CH2:27][CH2:28]1)=[O:7]. (6) Given the reactants [CH3:1][C:2]([CH3:8])([CH2:5][CH:6]=[CH2:7])[CH2:3][OH:4].[CH3:9][S:10](Cl)(=[O:12])=[O:11], predict the reaction product. The product is: [CH3:9][S:10]([O:4][CH2:3][C:2]([CH3:8])([CH3:1])[CH2:5][CH:6]=[CH2:7])(=[O:12])=[O:11]. (7) Given the reactants [C:1]([NH:8][CH2:9][C:10]([OH:12])=O)([O:3][C:4]([CH3:7])([CH3:6])[CH3:5])=[O:2].CN(C(ON1N=NC2C=CC=NC1=2)=[N+](C)C)C.F[P-](F)(F)(F)(F)F.CCN(C(C)C)C(C)C.[F:46][C:47]1[CH:55]=[C:54]2[C:50]([C:51]([C:56]3[CH:57]=[N:58][C:59]([N:62]4[CH2:67][CH2:66][NH:65][CH2:64][CH2:63]4)=[CH:60][CH:61]=3)=[CH:52][NH:53]2)=[CH:49][CH:48]=1, predict the reaction product. The product is: [F:46][C:47]1[CH:55]=[C:54]2[C:50]([C:51]([C:56]3[CH:61]=[CH:60][C:59]([N:62]4[CH2:67][CH2:66][N:65]([C:10](=[O:12])[CH2:9][NH:8][C:1](=[O:2])[O:3][C:4]([CH3:5])([CH3:6])[CH3:7])[CH2:64][CH2:63]4)=[N:58][CH:57]=3)=[CH:52][NH:53]2)=[CH:49][CH:48]=1. (8) Given the reactants [Cl:1][C:2]1[C:7](Cl)=C[CH:5]=[CH:4][C:3]=1[C:9]([N:11]1[CH2:16][CH2:15][NH:14][C:13](=O)[CH2:12]1)=[O:10].[F:18][B-](F)(F)F.C[O+](C)C.[S:27]1[CH:31]=[CH:30][N:29]=[C:28]1[C:32]([NH:34][NH2:35])=O.C(O)CCC.Cl[CH2:42][Cl:43], predict the reaction product. The product is: [Cl:1][C:2]1[C:7]([F:18])=[C:42]([Cl:43])[CH:5]=[CH:4][C:3]=1[C:9]([N:11]1[CH2:16][CH2:15][N:14]2[C:32]([C:28]3[S:27][CH:31]=[CH:30][N:29]=3)=[N:34][N:35]=[C:13]2[CH2:12]1)=[O:10]. (9) The product is: [CH3:32][O:33][C:19]([C:11]1[O:13][C:7]([C:6]2[CH:5]=[CH:4][C:3]([C:2]([F:1])([F:17])[F:18])=[CH:16][CH:15]=2)=[N:9][C:10]=1[CH3:14])=[O:23]. Given the reactants [F:1][C:2]([F:18])([F:17])[C:3]1[CH:16]=[CH:15][C:6]([C:7]([NH:9][CH:10]([CH3:14])[C:11]([OH:13])=O)=O)=[CH:5][CH:4]=1.[C:19](Cl)(=[O:23])C(Cl)=O.C(N(CC)CC)C.[CH3:32][OH:33], predict the reaction product.